This data is from Peptide-MHC class I binding affinity with 185,985 pairs from IEDB/IMGT. The task is: Regression. Given a peptide amino acid sequence and an MHC pseudo amino acid sequence, predict their binding affinity value. This is MHC class I binding data. (1) The peptide sequence is RMYVGGVEHR. The MHC is HLA-A03:01 with pseudo-sequence HLA-A03:01. The binding affinity (normalized) is 0.748. (2) The peptide sequence is DLLDTASALY. The MHC is HLA-A01:01 with pseudo-sequence HLA-A01:01. The binding affinity (normalized) is 0.923. (3) The peptide sequence is FSAVGNICY. The MHC is HLA-A26:01 with pseudo-sequence HLA-A26:01. The binding affinity (normalized) is 0.444. (4) The peptide sequence is MGHPKNAYL. The MHC is HLA-B08:02 with pseudo-sequence HLA-B08:02. The binding affinity (normalized) is 0.179. (5) The peptide sequence is DEPELRSLA. The MHC is Mamu-A11 with pseudo-sequence Mamu-A11. The binding affinity (normalized) is 0. (6) The peptide sequence is KLFCQLAKV. The MHC is HLA-A02:03 with pseudo-sequence HLA-A02:03. The binding affinity (normalized) is 0.887.